Dataset: Reaction yield outcomes from USPTO patents with 853,638 reactions. Task: Predict the reaction yield, written as a fraction of the theoretical maximum amount of product (1.0 means a 100% yield; for example, 0.34 means a 34% yield). (1) The reactants are [Br:1][C:2]1[N:3]=[C:4]([C:9]2[CH:14]=[CH:13][C:12]([Cl:15])=[CH:11][CH:10]=2)[C:5]([NH2:8])=[N:6][CH:7]=1.[H-].[Na+].Br[CH2:19][CH2:20][CH2:21][CH2:22][CH2:23]Cl. The catalyst is CN(C)C=O. The product is [Br:1][C:2]1[N:3]=[C:4]([C:9]2[CH:10]=[CH:11][C:12]([Cl:15])=[CH:13][CH:14]=2)[C:5]([N:8]2[CH2:23][CH2:22][CH2:21][CH2:20][CH2:19]2)=[N:6][CH:7]=1. The yield is 0.830. (2) The reactants are [F:1][C:2]1[CH:7]=[C:6]([CH:8]2[CH2:13][CH2:12][NH:11][CH2:10][CH2:9]2)[CH:5]=[CH:4][C:3]=1[C:14]1[O:15][C:16]2[C:22]([C:23]([NH2:25])=[O:24])=[CH:21][CH:20]=[CH:19][C:17]=2[N:18]=1.[CH:26](=O)[CH2:27][CH3:28].[H][H]. The catalyst is CO.[Pd]. The product is [F:1][C:2]1[CH:7]=[C:6]([CH:8]2[CH2:9][CH2:10][N:11]([CH2:26][CH2:27][CH3:28])[CH2:12][CH2:13]2)[CH:5]=[CH:4][C:3]=1[C:14]1[O:15][C:16]2[C:22]([C:23]([NH2:25])=[O:24])=[CH:21][CH:20]=[CH:19][C:17]=2[N:18]=1. The yield is 0.100. (3) The reactants are [OH:1][C:2]1[CH:7]=[CH:6][C:5](/[CH:8]=[CH:9]/[C:10]([NH:12][C:13]2[CH:21]=[CH:20][CH:19]=[CH:18][C:14]=2[C:15]([OH:17])=[O:16])=O)=[CH:4][C:3]=1[O:22][CH3:23].[C:24](OC(=O)C)(=[O:26])[CH3:25]. The catalyst is O. The product is [C:24]([O:1][C:2]1[CH:7]=[CH:6][C:5](/[CH:8]=[CH:9]/[C:10]2[O:17][C:15](=[O:16])[C:14]3[CH:18]=[CH:19][CH:20]=[CH:21][C:13]=3[N:12]=2)=[CH:4][C:3]=1[O:22][CH3:23])(=[O:26])[CH3:25]. The yield is 0.970. (4) The reactants are [NH2:1][C:2]1[CH:3]=[CH:4][C:5]([O:29][CH3:30])=[C:6]([CH:28]=1)[CH2:7][N:8]1[CH2:13][CH2:12][C:11](=[O:14])[CH:10]([CH:15]([C:22]2[CH:27]=[CH:26][CH:25]=[CH:24][CH:23]=2)[C:16]2[CH:21]=[CH:20][CH:19]=[CH:18][CH:17]=2)[CH2:9]1.N1C=CC=CC=1.[C:37](OC(=O)C)(=[O:39])[CH3:38].C(OCC)(=O)C. The catalyst is CN(C)C=O.O. The product is [CH:15]([CH:10]1[C:11](=[O:14])[CH2:12][CH2:13][N:8]([CH2:7][C:6]2[CH:28]=[C:2]([NH:1][C:37](=[O:39])[CH3:38])[CH:3]=[CH:4][C:5]=2[O:29][CH3:30])[CH2:9]1)([C:22]1[CH:27]=[CH:26][CH:25]=[CH:24][CH:23]=1)[C:16]1[CH:21]=[CH:20][CH:19]=[CH:18][CH:17]=1. The yield is 0.630. (5) The reactants are [O:1]=[C:2]1[N:10]2[C:11]([CH2:14][NH:15]C(=O)OCC3C=CC=CC=3)=[N:12][N:13]=[C:9]2[N:8]([CH2:26][CH2:27][CH2:28][CH2:29][CH3:30])[C:7]2[N:6]=[CH:5][NH:4][C:3]1=2.[ClH:31]. The catalyst is CO.[Pd]. The product is [ClH:31].[NH2:15][CH2:14][C:11]1[N:10]2[C:2](=[O:1])[C:3]3[NH:4][CH:5]=[N:6][C:7]=3[N:8]([CH2:26][CH2:27][CH2:28][CH2:29][CH3:30])[C:9]2=[N:13][N:12]=1. The yield is 0.920.